The task is: Predict the product of the given reaction.. This data is from Forward reaction prediction with 1.9M reactions from USPTO patents (1976-2016). (1) Given the reactants [CH2:1]([O:3][C:4]([C:6]1([CH2:19][CH2:20][O:21][CH3:22])[CH2:11][CH2:10][N:9]([C:12]([O:14][C:15]([CH3:18])([CH3:17])[CH3:16])=[O:13])[CH2:8][CH2:7]1)=[O:5])[CH3:2].CC[O:25]C(C)=O, predict the reaction product. The product is: [CH2:1]([O:3][C:4]([C:6]1([CH2:19][CH2:20][O:21][CH3:22])[CH2:7][CH2:8][N:9]([C:12]([O:14][C:15]([CH3:17])([CH3:16])[CH3:18])=[O:13])[C:10](=[O:25])[CH2:11]1)=[O:5])[CH3:2]. (2) Given the reactants C1CCN2C(=[N:5]CCC2)CC1.[Cl:12][C:13]1[CH:18]=[CH:17][C:16]([CH:19]2[CH2:22][CH2:21][N:20]2[C:23]([O:25][CH2:26][C:27]([Cl:30])([Cl:29])[Cl:28])=[O:24])=[C:15]([CH2:31]O)[CH:14]=1.C1C=CC(P(N=[N+]=[N-])(C2C=CC=CC=2)=O)=CC=1.C1(P(C2C=CC=CC=2)C2C=CC=CC=2)C=CC=CC=1.[OH-].[Na+], predict the reaction product. The product is: [NH2:5][CH2:31][C:15]1[CH:14]=[C:13]([Cl:12])[CH:18]=[CH:17][C:16]=1[CH:19]1[CH2:22][CH2:21][N:20]1[C:23]([O:25][CH2:26][C:27]([Cl:30])([Cl:29])[Cl:28])=[O:24].